From a dataset of NCI-60 drug combinations with 297,098 pairs across 59 cell lines. Regression. Given two drug SMILES strings and cell line genomic features, predict the synergy score measuring deviation from expected non-interaction effect. (1) Drug 1: CN(C)C1=NC(=NC(=N1)N(C)C)N(C)C. Drug 2: C1=CC(=CC=C1C#N)C(C2=CC=C(C=C2)C#N)N3C=NC=N3. Cell line: NCI/ADR-RES. Synergy scores: CSS=-3.12, Synergy_ZIP=0.0301, Synergy_Bliss=-3.06, Synergy_Loewe=-4.63, Synergy_HSA=-4.76. (2) Drug 1: C1CCC(CC1)NC(=O)N(CCCl)N=O. Drug 2: CC1CCC2CC(C(=CC=CC=CC(CC(C(=O)C(C(C(=CC(C(=O)CC(OC(=O)C3CCCCN3C(=O)C(=O)C1(O2)O)C(C)CC4CCC(C(C4)OC)OCCO)C)C)O)OC)C)C)C)OC. Cell line: A498. Synergy scores: CSS=11.8, Synergy_ZIP=-6.49, Synergy_Bliss=-3.62, Synergy_Loewe=-8.33, Synergy_HSA=-2.08. (3) Drug 1: C1CCC(C1)C(CC#N)N2C=C(C=N2)C3=C4C=CNC4=NC=N3. Synergy scores: CSS=20.6, Synergy_ZIP=4.06, Synergy_Bliss=1.58, Synergy_Loewe=-67.6, Synergy_HSA=-4.59. Drug 2: CC=C1C(=O)NC(C(=O)OC2CC(=O)NC(C(=O)NC(CSSCCC=C2)C(=O)N1)C(C)C)C(C)C. Cell line: COLO 205. (4) Drug 1: CC1=C(C(=CC=C1)Cl)NC(=O)C2=CN=C(S2)NC3=CC(=NC(=N3)C)N4CCN(CC4)CCO. Drug 2: C1CNP(=O)(OC1)N(CCCl)CCCl. Cell line: UACC-257. Synergy scores: CSS=0.816, Synergy_ZIP=0.156, Synergy_Bliss=2.61, Synergy_Loewe=-0.00133, Synergy_HSA=0.903.